This data is from Catalyst prediction with 721,799 reactions and 888 catalyst types from USPTO. The task is: Predict which catalyst facilitates the given reaction. (1) Reactant: [CH:1]1([C:4](Cl)=[O:5])[CH2:3][CH2:2]1.[C:7]([C:11]1[N:15]([CH2:16][CH:17]2[CH2:22][CH2:21][C:20]([F:24])([F:23])[CH2:19][CH2:18]2)[C:14]2[CH:25]=[CH:26][C:27]([S:29]([N:32]3[CH2:35][CH:34]([NH2:36])[CH2:33]3)(=[O:31])=[O:30])=[CH:28][C:13]=2[N:12]=1)([CH3:10])([CH3:9])[CH3:8].CCN(C(C)C)C(C)C. Product: [C:7]([C:11]1[N:15]([CH2:16][CH:17]2[CH2:22][CH2:21][C:20]([F:23])([F:24])[CH2:19][CH2:18]2)[C:14]2[CH:25]=[CH:26][C:27]([S:29]([N:32]3[CH2:33][CH:34]([NH:36][C:4]([CH:1]4[CH2:3][CH2:2]4)=[O:5])[CH2:35]3)(=[O:31])=[O:30])=[CH:28][C:13]=2[N:12]=1)([CH3:10])([CH3:8])[CH3:9]. The catalyst class is: 91. (2) Reactant: Br[C:2]1[CH:11]=[C:10]2[C:5]([N:6]=[CH:7][C:8]([N:12]3[CH2:17][CH2:16][O:15][CH2:14][CH2:13]3)=[N:9]2)=[CH:4][CH:3]=1.[B:18]1([B:18]2[O:22][C:21]([CH3:24])([CH3:23])[C:20]([CH3:26])([CH3:25])[O:19]2)[O:22][C:21]([CH3:24])([CH3:23])[C:20]([CH3:26])([CH3:25])[O:19]1.C([O-])(=O)C.[K+]. Product: [N:12]1([C:8]2[CH:7]=[N:6][C:5]3[C:10](=[CH:11][C:2]([B:18]4[O:22][C:21]([CH3:24])([CH3:23])[C:20]([CH3:26])([CH3:25])[O:19]4)=[CH:3][CH:4]=3)[N:9]=2)[CH2:17][CH2:16][O:15][CH2:14][CH2:13]1. The catalyst class is: 12. (3) Product: [CH2:16]([O:1][C:2]1[CH:11]=[C:10]([O:12][CH3:13])[CH:9]=[CH:8][C:3]=1[C:4]([OH:6])=[O:5])[CH:15]=[CH2:14]. The catalyst class is: 131. Reactant: [OH:1][C:2]1[CH:11]=[C:10]([O:12][CH3:13])[CH:9]=[CH:8][C:3]=1[C:4]([O:6]C)=[O:5].[CH2:14](Br)[CH:15]=[CH2:16].C(=O)([O-])[O-].[K+].[K+]. (4) Reactant: [NH2:1][C:2]1[CH:3]=[C:4]([CH3:18])[C:5]2[C:14]3[C:9](=[CH:10][C:11]([F:15])=[CH:12][CH:13]=3)[O:8][C:7](=[O:16])[C:6]=2[CH:17]=1.II. Product: [F:15][C:11]1[CH:10]=[C:9]2[C:14](=[CH:13][CH:12]=1)[C:5]1[C:6](=[C:17]3[C:2](=[CH:3][C:4]=1[CH3:18])[NH:1][C:4]([CH3:18])([CH3:5])[CH:3]=[C:2]3[CH3:17])[C:7](=[O:16])[O:8]2. The catalyst class is: 21. (5) Reactant: [Br:1][C:2]1[CH:15]=[CH:14][C:5]2[NH:6][C:7](=[O:13])[N:8]([CH3:12])[S:9](=[O:11])(=[O:10])[C:4]=2[CH:3]=1.C([O-])([O-])=O.[K+].[K+].[CH3:22][Si:23]([CH2:26][CH2:27][O:28][CH2:29]Cl)([CH3:25])[CH3:24].O. Product: [Br:1][C:2]1[CH:15]=[CH:14][C:5]2[N:6]([CH2:29][O:28][CH2:27][CH2:26][Si:23]([CH3:25])([CH3:24])[CH3:22])[C:7](=[O:13])[N:8]([CH3:12])[S:9](=[O:10])(=[O:11])[C:4]=2[CH:3]=1. The catalyst class is: 3.